Predict the reaction yield, written as a fraction of the theoretical maximum amount of product (1.0 means a 100% yield; for example, 0.34 means a 34% yield). From a dataset of Reaction yield outcomes from USPTO patents with 853,638 reactions. (1) The reactants are [CH2:1]([S:3][C:4]1[N:8]([CH2:9][C:10]2[CH:15]=[CH:14][C:13]([C:16]3[CH:21]=[CH:20][CH:19]=[CH:18][C:17]=3[C:22]3[NH:26][N:25]=[N:24][N:23]=3)=[CH:12][CH:11]=2)[C:7]2[C:27]([C:31]([O:33]CC)=[O:32])=[CH:28][CH:29]=[CH:30][C:6]=2[N:5]=1)[CH3:2].[OH-].[Na+]. The catalyst is CO. The product is [CH2:1]([S:3][C:4]1[N:8]([CH2:9][C:10]2[CH:11]=[CH:12][C:13]([C:16]3[CH:21]=[CH:20][CH:19]=[CH:18][C:17]=3[C:22]3[NH:26][N:25]=[N:24][N:23]=3)=[CH:14][CH:15]=2)[C:7]2[C:27]([C:31]([OH:33])=[O:32])=[CH:28][CH:29]=[CH:30][C:6]=2[N:5]=1)[CH3:2]. The yield is 0.640. (2) The reactants are Cl[C:2]1[N:7]=[C:6]([NH:8][CH:9]2[CH2:13][CH2:12][CH2:11][CH2:10]2)[C:5]([N+:14]([O-:16])=[O:15])=[CH:4][N:3]=1.[NH2:17][C@H:18]1[CH2:23][CH2:22][C@H:21]([OH:24])[CH2:20][CH2:19]1.C(N(CC)C(C)C)(C)C. The catalyst is CN(C=O)C. The product is [CH:9]1([NH:8][C:6]2[C:5]([N+:14]([O-:16])=[O:15])=[CH:4][N:3]=[C:2]([NH:17][C@H:18]3[CH2:23][CH2:22][C@H:21]([OH:24])[CH2:20][CH2:19]3)[N:7]=2)[CH2:13][CH2:12][CH2:11][CH2:10]1. The yield is 0.880. (3) The reactants are [N+:1]([C:4]1[CH:9]=[CH:8][C:7]([C:10]2([CH2:14]O)[CH2:13][CH2:12][CH2:11]2)=[CH:6][CH:5]=1)([O-:3])=[O:2].C1(P(C2C=CC=CC=2)C2C=CC=CC=2)C=CC=CC=1.N1C=CN=C1.[I:40]I. The catalyst is C1COCC1. The product is [I:40][CH2:14][C:10]1([C:7]2[CH:8]=[CH:9][C:4]([N+:1]([O-:3])=[O:2])=[CH:5][CH:6]=2)[CH2:13][CH2:12][CH2:11]1. The yield is 0.850. (4) The reactants are [Cl:1][C:2]1[CH:3]=[CH:4][C:5]2[N:6]([CH:8]=[CH:9][N:10]=2)[N:7]=1.[Br:11]Br. The catalyst is C(O)(=O)C. The product is [Br:11][C:8]1[N:6]2[N:7]=[C:2]([Cl:1])[CH:3]=[CH:4][C:5]2=[N:10][CH:9]=1. The yield is 0.600. (5) The reactants are [N+:1]([C:4]1[CH:5]=[C:6](O)[CH:7]=[CH:8][CH:9]=1)([O-:3])=[O:2].C([O-])([O-])=[O:12].[K+].[K+].Br[CH2:18][C:19]([O:21][CH2:22][CH3:23])=[O:20]. The catalyst is CC(C)=O. The product is [N+:1]([C:4]1[CH:5]=[CH:6][C:7]([O:12][CH2:18][C:19]([O:21][CH2:22][CH3:23])=[O:20])=[CH:8][CH:9]=1)([O-:3])=[O:2]. The yield is 0.920. (6) The reactants are [N+:1]([O-:4])(O)=[O:2].[CH2:5]([O:12][C:13]1[CH:18]=[C:17]([O:19][CH2:20][C:21]2[CH:26]=[CH:25][CH:24]=[CH:23][CH:22]=2)[CH:16]=[CH:15][C:14]=1[CH:27]([CH3:29])[CH3:28])[C:6]1[CH:11]=[CH:10][CH:9]=[CH:8][CH:7]=1.C([O-])(O)=O.[Na+]. The catalyst is CC(O)=O. The product is [CH2:5]([O:12][C:13]1[CH:18]=[C:17]([O:19][CH2:20][C:21]2[CH:26]=[CH:25][CH:24]=[CH:23][CH:22]=2)[C:16]([N+:1]([O-:4])=[O:2])=[CH:15][C:14]=1[CH:27]([CH3:29])[CH3:28])[C:6]1[CH:7]=[CH:8][CH:9]=[CH:10][CH:11]=1. The yield is 0.350. (7) The reactants are [CH3:1][C:2]([C@@H:4]1[CH2:9][CH:8]=[C:7]([CH2:10][OH:11])[CH2:6][CH2:5]1)=[CH2:3].CC(C)[O-].[Al+3].CC(C)[O-].CC(C)[O-].[N+](C1C=CC=CC=1C=O)([O-])=O.Cl. The catalyst is C1C=CC=CC=1.C(OCC)(=O)C. The product is [CH3:3][C:2]([CH:4]1[CH2:5][CH:6]=[C:7]([CH:10]=[O:11])[CH2:8][CH2:9]1)=[CH2:1]. The yield is 0.840.